Dataset: Catalyst prediction with 721,799 reactions and 888 catalyst types from USPTO. Task: Predict which catalyst facilitates the given reaction. (1) Reactant: [Cl:1][C:2]1[C:3]([CH3:13])=[CH:4][C:5]([N+:10]([O-])=O)=[C:6]([CH:9]=1)[NH:7][CH3:8].[BH4-].[Na+]. Product: [Cl:1][C:2]1[CH:9]=[C:6]([NH:7][CH3:8])[C:5]([NH2:10])=[CH:4][C:3]=1[CH3:13]. The catalyst class is: 19. (2) Reactant: [C:1]([C:3]1[CH:4]=[C:5]([C:10]2[CH:11]=[C:12]([CH:17]=[CH:18][N:19]=2)[C:13]([O:15][CH3:16])=[O:14])[CH:6]=[CH:7][C:8]=1F)#[N:2].[NH2:20][CH2:21][CH:22]1[CH2:27][CH2:26][CH2:25][CH2:24][CH2:23]1. Product: [C:1]([C:3]1[CH:4]=[C:5]([C:10]2[CH:11]=[C:12]([CH:17]=[CH:18][N:19]=2)[C:13]([O:15][CH3:16])=[O:14])[CH:6]=[CH:7][C:8]=1[NH:20][CH2:21][CH:22]1[CH2:27][CH2:26][CH2:25][CH2:24][CH2:23]1)#[N:2]. The catalyst class is: 148. (3) Reactant: [Br:1][CH:2](Br)[C:3]([C:5]1[CH:10]=[CH:9][CH:8]=[C:7]([O:11][C:12]2[CH:17]=[CH:16][C:15]([C:18](=[O:22])[CH:19](Br)[Br:20])=[CH:14][CH:13]=2)[CH:6]=1)=[O:4].C(N(CC)CC)C.P([O-])(OCC)OCC. Product: [Br:1][CH2:2][C:3]([C:5]1[CH:10]=[CH:9][CH:8]=[C:7]([O:11][C:12]2[CH:17]=[CH:16][C:15]([C:18](=[O:22])[CH2:19][Br:20])=[CH:14][CH:13]=2)[CH:6]=1)=[O:4]. The catalyst class is: 7. (4) Reactant: [Br:1][C:2]1[CH:3]=[C:4]2[C:9](=[CH:10][CH:11]=1)[O:8][C:7](=[O:12])[CH2:6][CH:5]2[C:13]1[CH:18]=[CH:17][C:16]([Cl:19])=[CH:15][C:14]=1[Cl:20].[H-].[Al+3].[Li+].[H-].[H-].[H-].O. Product: [Br:1][C:2]1[CH:11]=[CH:10][C:9]([OH:8])=[C:4]([CH:5]([C:13]2[CH:18]=[CH:17][C:16]([Cl:19])=[CH:15][C:14]=2[Cl:20])[CH2:6][CH2:7][OH:12])[CH:3]=1. The catalyst class is: 1. (5) Reactant: O.C(=O)([O-])O.[Na+].Cl.[Br:8][C:9]1[CH:21]=[CH:20][CH:19]=[CH:18][C:10]=1[CH2:11][C@H:12]([C:14]([O:16][CH3:17])=[O:15])[NH2:13].Cl[C:23]([O:25][CH3:26])=[O:24]. Product: [Br:8][C:9]1[CH:21]=[CH:20][CH:19]=[CH:18][C:10]=1[CH2:11][C@H:12]([C:14]([O:16][CH3:17])=[O:15])[NH:13][C:23]([O:25][CH3:26])=[O:24]. The catalyst class is: 4. (6) Reactant: [CH2:1]([N:8]1[CH:12]=[C:11](B2OC(C)(C)C(C)(C)O2)[CH:10]=[N:9]1)[C:2]1[CH:7]=[CH:6][CH:5]=[CH:4][CH:3]=1.[OH-:22].[Na+].OO. Product: [CH2:1]([N:8]1[CH:12]=[C:11]([OH:22])[CH:10]=[N:9]1)[C:2]1[CH:7]=[CH:6][CH:5]=[CH:4][CH:3]=1. The catalyst class is: 7. (7) Reactant: [NH2:1][C:2]1[CH:6]=[C:5]([CH:7]2[CH2:12][CH2:11][C:10]3([C:20]4[C:15](=[CH:16][CH:17]=[N:18][CH:19]=4)[C:14](=[O:21])[O:13]3)[CH2:9][CH2:8]2)[NH:4][N:3]=1.[CH2:22](Cl)[C:23]([C:25]1[CH:30]=[CH:29][CH:28]=[CH:27][CH:26]=1)=[O:24].C(=O)([O-])[O-].[K+].[K+].C(OCC)(=O)C. Product: [NH2:1][C:2]1[N:3]([CH2:22][C:23]([C:25]2[CH:30]=[CH:29][CH:28]=[CH:27][CH:26]=2)=[O:24])[N:4]=[C:5]([CH:7]2[CH2:12][CH2:11][C:10]3([C:20]4[C:15](=[CH:16][CH:17]=[N:18][CH:19]=4)[C:14](=[O:21])[O:13]3)[CH2:9][CH2:8]2)[CH:6]=1. The catalyst class is: 9. (8) Reactant: [BrH:1].[C:2]1([OH:12])[C:11]2[C:6](=[CH:7][CH:8]=[N:9][CH:10]=2)[CH:5]=[CH:4][N:3]=1. Product: [OH2:12].[BrH:1].[C:2]1([OH:12])[C:11]2[C:6](=[CH:7][CH:8]=[N:9][CH:10]=2)[CH:5]=[CH:4][N:3]=1. The catalyst class is: 6.